From a dataset of Full USPTO retrosynthesis dataset with 1.9M reactions from patents (1976-2016). Predict the reactants needed to synthesize the given product. (1) Given the product [CH3:13][CH2:12][CH2:11][CH:10]([CH3:16])[CH3:15].[C:10]1([C:16]2[N:17]=[CH:18][N:19]([CH2:3][CH2:4][N:5]3[CH2:9][CH2:8][CH2:7][CH2:6]3)[C:20]=2[CH:21]=[O:22])[CH:11]=[CH:12][CH:13]=[CH:14][CH:15]=1, predict the reactants needed to synthesize it. The reactants are: Cl.Cl[CH2:3][CH2:4][N:5]1[CH2:9][CH2:8][CH2:7][CH2:6]1.[C:10]1([C:16]2[N:17]=[CH:18][NH:19][C:20]=2[CH:21]=[O:22])[CH:15]=[CH:14][CH:13]=[CH:12][CH:11]=1. (2) Given the product [N:12]1[CH:17]=[C:16]([CH:18]2[CH2:23][CH2:22][CH2:21][N:19]2[CH3:20])[CH:15]=[CH:14][CH:13]=1, predict the reactants needed to synthesize it. The reactants are: C(O)(=O)C1C(=CC=C(C=1)O)O.[N:12]1[CH:17]=[C:16]([C@@H:18]2[CH2:23][CH2:22][CH2:21][N:19]2[CH3:20])[CH:15]=[CH:14][CH:13]=1.C(O)(=O)C1C(=CC=C(C=1)O)O.N1C=C(C2CCCN2C)C=CC=1.